This data is from Full USPTO retrosynthesis dataset with 1.9M reactions from patents (1976-2016). The task is: Predict the reactants needed to synthesize the given product. (1) Given the product [CH2:1]([O:8][CH2:9][CH:10]1[CH2:13][C:12](=[O:14])[CH2:11]1)[C:2]1[CH:7]=[CH:6][CH:5]=[CH:4][CH:3]=1, predict the reactants needed to synthesize it. The reactants are: [CH2:1]([O:8][CH2:9][CH:10]1[CH2:13][C:12](=[O:14])[C:11]1(Cl)Cl)[C:2]1[CH:7]=[CH:6][CH:5]=[CH:4][CH:3]=1.C(OCC)C. (2) Given the product [CH3:40][S:41]([NH:15][C:18]1[CH:39]=[CH:38][C:21]([CH2:22][N:23]2[C:31]3[C:26](=[CH:27][CH:28]=[CH:29][CH:30]=3)[C:25]([C:32]3[CH:37]=[CH:36][CH:35]=[CH:34][CH:33]=3)=[C:24]2[C:4]([OH:3])=[O:5])=[CH:20][CH:19]=1)(=[O:43])=[O:42], predict the reactants needed to synthesize it. The reactants are: C([O:3][C:4](C1NC2C(C=1)=CC=CC=2)=[O:5])C.[N+:15]([C:18]1[CH:39]=[CH:38][C:21]([CH2:22][N:23]2[C:31]3[C:26](=[CH:27][CH:28]=[CH:29][CH:30]=3)[C:25]([C:32]3[CH:37]=[CH:36][CH:35]=[CH:34][CH:33]=3)=[CH:24]2)=[CH:20][CH:19]=1)([O-])=O.[CH3:40][S:41](Cl)(=[O:43])=[O:42]. (3) The reactants are: I[C:2]1[S:3][CH:4]=[C:5]([CH3:7])[N:6]=1.C(=O)(O)[O-].[Na+].[CH3:13][O:14][C:15]1[N:20]=[C:19]([O:21][CH3:22])[C:18](B(O)O)=[CH:17][N:16]=1.CO. Given the product [CH3:13][O:14][C:15]1[N:20]=[C:19]([O:21][CH3:22])[C:18]([C:2]2[S:3][CH:4]=[C:5]([CH3:7])[N:6]=2)=[CH:17][N:16]=1, predict the reactants needed to synthesize it.